Dataset: Reaction yield outcomes from USPTO patents with 853,638 reactions. Task: Predict the reaction yield, written as a fraction of the theoretical maximum amount of product (1.0 means a 100% yield; for example, 0.34 means a 34% yield). (1) The reactants are CC([O-])(C)C.[K+].[Cl:7][C:8]1[CH:13]=[CH:12][CH:11]=[CH:10][C:9]=1[N+:14]([O-:16])=[O:15].Cl[CH:18]([CH3:24])[C:19]([O:21][CH2:22][CH3:23])=[O:20].Cl. The catalyst is C(OCC)(=O)C.CN(C=O)C. The product is [Cl:7][C:8]1[CH:13]=[C:12]([CH:18]([CH3:24])[C:19]([O:21][CH2:22][CH3:23])=[O:20])[CH:11]=[CH:10][C:9]=1[N+:14]([O-:16])=[O:15]. The yield is 0.640. (2) The reactants are [CH:1](=O)[C:2]1[CH:7]=[CH:6][CH:5]=[CH:4][CH:3]=1.S([O-])([O-])(=O)=O.[Mg+2].[NH2:15][C:16]1[CH:24]=[C:23]([F:25])[CH:22]=[C:21]2[C:17]=1[CH2:18][O:19][C:20]2=[O:26]. The catalyst is C(#N)C. The product is [CH:1](=[N:15]/[C:16]1[CH:24]=[C:23]([F:25])[CH:22]=[C:21]2[C:17]=1[CH2:18][O:19][C:20]2=[O:26])\[C:2]1[CH:7]=[CH:6][CH:5]=[CH:4][CH:3]=1. The yield is 0.660. (3) The reactants are C([O:4][C:5]1[CH:10]=[CH:9][C:8]([C:11]#[C:12][C:13]2[O:14][C:15]3[CH:21]=[C:20]([O:22][CH3:23])[CH:19]=[CH:18][C:16]=3[CH:17]=2)=[CH:7][CH:6]=1)(=O)C.CC1(C)C2CC1CCC2NS(C1C=CC(C#CCCO)=CC=1)(=O)=O. No catalyst specified. The product is [CH3:23][O:22][C:20]1[CH:19]=[CH:18][C:16]2[CH2:17][CH:13]([CH2:12][CH2:11][C:8]3[CH:7]=[CH:6][C:5]([OH:4])=[CH:10][CH:9]=3)[O:14][C:15]=2[CH:21]=1. The yield is 0.960. (4) The reactants are Cl.[O:2]=[C:3]1[NH:12][C:11]2[N:10]=[CH:9][C:8](/[CH:13]=[CH:14]/[C:15]([OH:17])=O)=[CH:7][C:6]=2[CH2:5][CH2:4]1.Cl.O=C1CC2C(=CC=C(/C=C/C(O)=O)C=2)N1.[CH3:34][NH:35][CH2:36][C:37]1[O:38][C:39]2[CH:45]=[CH:44][CH:43]=[CH:42][C:40]=2[CH:41]=1.CC1NC2C(C=1CNC)=CC=CC=2. No catalyst specified. The product is [O:38]1[C:39]2[CH:45]=[CH:44][CH:43]=[CH:42][C:40]=2[CH:41]=[C:37]1[CH2:36][N:35]([CH3:34])[C:15](=[O:17])/[CH:14]=[CH:13]/[C:8]1[CH:9]=[N:10][C:11]2[NH:12][C:3](=[O:2])[CH2:4][CH2:5][C:6]=2[CH:7]=1. The yield is 0.900. (5) The reactants are Br[C:2]1[N:7]=[C:6]([CH3:8])[C:5]([F:9])=[CH:4][CH:3]=1.[F:10][C:11]1[CH:16]=[CH:15][CH:14]=[C:13]([F:17])[C:12]=1B(O)O.CCN(C(C)C)C(C)C. The catalyst is C(O)C.C1(C)C=CC=CC=1.C1C=CC([P]([Pd]([P](C2C=CC=CC=2)(C2C=CC=CC=2)C2C=CC=CC=2)([P](C2C=CC=CC=2)(C2C=CC=CC=2)C2C=CC=CC=2)[P](C2C=CC=CC=2)(C2C=CC=CC=2)C2C=CC=CC=2)(C2C=CC=CC=2)C2C=CC=CC=2)=CC=1. The product is [F:10][C:11]1[CH:16]=[CH:15][CH:14]=[C:13]([F:17])[C:12]=1[C:2]1[N:7]=[C:6]([CH3:8])[C:5]([F:9])=[CH:4][CH:3]=1. The yield is 0.880. (6) The reactants are Br[C:2]1[CH:11]=[CH:10][C:5]([C:6]([O:8][CH3:9])=[O:7])=[CH:4][C:3]=1[CH3:12].[C:13]1([CH3:22])[CH:18]=[CH:17][CH:16]=[CH:15][C:14]=1B(O)O.C(=O)([O-])[O-].[K+].[K+]. The catalyst is C1(C)C=CC=CC=1.O.C1C=CC([P]([Pd]([P](C2C=CC=CC=2)(C2C=CC=CC=2)C2C=CC=CC=2)([P](C2C=CC=CC=2)(C2C=CC=CC=2)C2C=CC=CC=2)[P](C2C=CC=CC=2)(C2C=CC=CC=2)C2C=CC=CC=2)(C2C=CC=CC=2)C2C=CC=CC=2)=CC=1. The product is [CH3:12][C:3]1[CH:4]=[C:5]([C:6]([O:8][CH3:9])=[O:7])[CH:10]=[CH:11][C:2]=1[C:14]1[CH:15]=[CH:16][CH:17]=[CH:18][C:13]=1[CH3:22]. The yield is 0.950.